From a dataset of Full USPTO retrosynthesis dataset with 1.9M reactions from patents (1976-2016). Predict the reactants needed to synthesize the given product. (1) Given the product [CH2:34]([O:21][C:20](=[O:22])[C@@H:9]([NH:8][C:1]([O:3][C:4]([CH3:5])([CH3:7])[CH3:6])=[O:2])[CH2:10][C:11]1[C:19]2[C:14](=[CH:15][CH:16]=[CH:17][CH:18]=2)[NH:13][CH:12]=1)[C:35]1[CH:40]=[CH:39][CH:38]=[CH:37][CH:36]=1, predict the reactants needed to synthesize it. The reactants are: [C:1]([NH:8][C@H:9]([C:20]([OH:22])=[O:21])[CH2:10][C:11]1[C:19]2[C:14](=[CH:15][CH:16]=[CH:17][CH:18]=2)[NH:13][CH:12]=1)([O:3][C:4]([CH3:7])([CH3:6])[CH3:5])=[O:2].C(N(CC)CC)C.ClC(O[CH2:34][C:35]1[CH:40]=[CH:39][CH:38]=[CH:37][CH:36]=1)=O. (2) Given the product [O:23]([CH2:22][CH2:21][NH:20][CH3:19])[Si:5]([C:1]([CH3:4])([CH3:3])[CH3:2])([C:12]1[CH:17]=[CH:16][CH:15]=[CH:14][CH:13]=1)[C:6]1[CH:11]=[CH:10][CH:9]=[CH:8][CH:7]=1, predict the reactants needed to synthesize it. The reactants are: [C:1]([Si:5](Cl)([C:12]1[CH:17]=[CH:16][CH:15]=[CH:14][CH:13]=1)[C:6]1[CH:11]=[CH:10][CH:9]=[CH:8][CH:7]=1)([CH3:4])([CH3:3])[CH3:2].[CH3:19][NH:20][CH2:21][CH2:22][OH:23].N1C=CN=C1. (3) Given the product [F:5][C:6]1[C:13]([O:14][CH2:3][CH2:2][F:1])=[CH:12][CH:11]=[C:10]([F:15])[C:7]=1[CH:8]=[O:9], predict the reactants needed to synthesize it. The reactants are: [F:1][CH2:2][CH2:3]O.[F:5][C:6]1[C:13]([OH:14])=[CH:12][CH:11]=[C:10]([F:15])[C:7]=1[CH:8]=[O:9].C(N(CC)C(C)C)(C)C.O(S(C(F)(F)F)(=O)=O)S(C(F)(F)F)(=O)=O. (4) Given the product [Cl:44][C:43]1[CH:42]=[CH:41][CH:40]=[C:39]([Cl:45])[C:38]=1[C:31]1[C:30]([CH2:29][O:1][C:2]2[CH:3]=[C:4]3[C:9](=[CH:10][CH:11]=2)[CH:8]=[C:7]([C:12]2[N:17]=[CH:16][C:15]([C:18]([O:20][CH3:21])=[O:19])=[CH:14][CH:13]=2)[CH:6]=[CH:5]3)=[C:34]([CH:35]([CH3:37])[CH3:36])[O:33][N:32]=1, predict the reactants needed to synthesize it. The reactants are: [OH:1][C:2]1[CH:3]=[C:4]2[C:9](=[CH:10][CH:11]=1)[CH:8]=[C:7]([C:12]1[N:17]=[CH:16][C:15]([C:18]([O:20][CH3:21])=[O:19])=[CH:14][CH:13]=1)[CH:6]=[CH:5]2.C(=O)([O-])[O-].[Cs+].[Cs+].Cl[CH2:29][C:30]1[C:31]([C:38]2[C:43]([Cl:44])=[CH:42][CH:41]=[CH:40][C:39]=2[Cl:45])=[N:32][O:33][C:34]=1[CH:35]([CH3:37])[CH3:36].C(OCC)(=O)C.